This data is from Full USPTO retrosynthesis dataset with 1.9M reactions from patents (1976-2016). The task is: Predict the reactants needed to synthesize the given product. (1) The reactants are: BrC[CH2:3][CH2:4][CH2:5][O:6][C:7]1[CH:8]=[CH:9][C:10]2[S:14][CH:13]=[N:12][C:11]=2[CH:15]=1.[Na+].[I-].[Cl:18][C:19]1[C:24]([Cl:25])=[CH:23][CH:22]=[CH:21][C:20]=1[CH:26]1[CH2:31][CH2:30][NH:29][CH2:28][CH2:27]1.C([O-])([O-])=O.[K+].[K+]. Given the product [Cl:18][C:19]1[C:24]([Cl:25])=[CH:23][CH:22]=[CH:21][C:20]=1[CH:26]1[CH2:31][CH2:30][N:29]([CH2:3][CH2:4][CH2:5][O:6][C:7]2[CH:8]=[CH:9][C:10]3[S:14][CH:13]=[N:12][C:11]=3[CH:15]=2)[CH2:28][CH2:27]1, predict the reactants needed to synthesize it. (2) The reactants are: [Cl:1][C:2]1[C:11](C(F)(F)F)=[N:10][C:9]2[C:4](=[CH:5][C:6](F)=[C:7]([O:16][CH3:17])[CH:8]=2)[N:3]=1.COC1C=C2C(=CC=1)NC(=O)C(=O)N2.[Cl:33]C1C(C(F)(F)F)=NC2C(=CC(OC)=C(F)C=2)N=1. Given the product [Cl:1][C:2]1[C:11]([Cl:33])=[N:10][C:9]2[C:4](=[CH:5][CH:6]=[C:7]([O:16][CH3:17])[CH:8]=2)[N:3]=1, predict the reactants needed to synthesize it. (3) Given the product [O:23]=[S:6]1(=[O:24])[N:5]([CH2:4][CH2:3][CH2:2][NH:29][CH2:27][CH3:28])[C:9]2[CH:10]=[CH:11][CH:12]=[CH:13][C:8]=2[N:7]1[C:14]1[CH:19]=[CH:18][C:17]([F:20])=[C:16]([F:21])[C:15]=1[F:22], predict the reactants needed to synthesize it. The reactants are: Br[CH2:2][CH2:3][CH2:4][N:5]1[C:9]2[CH:10]=[CH:11][CH:12]=[CH:13][C:8]=2[N:7]([C:14]2[CH:19]=[CH:18][C:17]([F:20])=[C:16]([F:21])[C:15]=2[F:22])[S:6]1(=[O:24])=[O:23].CO.[CH2:27]([NH2:29])[CH3:28]. (4) Given the product [NH2:37][C:2]1[N:7]=[C:6]([C:8]2[S:12][C:11]([C:13]([CH3:16])([CH3:15])[CH3:14])=[N:10][C:9]=2[C:17]2[C:18]([F:35])=[C:19]([NH:23][S:24]([C:27]3[C:32]([F:33])=[CH:31][CH:30]=[CH:29][C:28]=3[F:34])(=[O:26])=[O:25])[CH:20]=[CH:21][CH:22]=2)[CH:5]=[CH:4][N:3]=1, predict the reactants needed to synthesize it. The reactants are: Cl[C:2]1[N:7]=[C:6]([C:8]2[S:12][C:11]([C:13]([CH3:16])([CH3:15])[CH3:14])=[N:10][C:9]=2[C:17]2[C:18]([F:35])=[C:19]([NH:23][S:24]([C:27]3[C:32]([F:33])=[CH:31][CH:30]=[CH:29][C:28]=3[F:34])(=[O:26])=[O:25])[CH:20]=[CH:21][CH:22]=2)[CH:5]=[CH:4][N:3]=1.[OH-].[NH4+:37]. (5) The reactants are: [CH3:1][C@H:2]1[CH2:33][C:32]([CH3:34])=[CH:31][C@@H:30]([CH2:35][CH:36]=[CH2:37])[C:28](=[O:29])[CH2:27][C@H:26]([OH:38])[C@@H:25]([CH3:39])[C@@H:24](/[C:40](/[CH3:51])=[CH:41]/[C@H:42]2[CH2:47][C@@H:46]([O:48][CH3:49])[C@H:45]([OH:50])[CH2:44][CH2:43]2)[O:23][C:21](=[O:22])[C@H:20]2[N:15]([CH2:16][CH2:17][CH2:18][CH2:19]2)[C:13](=[O:14])[C:11](=[O:12])[C@:9]2([OH:52])[O:10][C@@H:5]([C@@H:6]([O:54][CH3:55])[CH2:7][C@H:8]2[CH3:53])[C@@H:4]([O:56][CH3:57])[CH2:3]1.O.S([O-])(OCCCCCCCCCCCC)(=O)=O.[Na+]. Given the product [CH3:1][C@H:2]1[CH2:33][C:32]([CH3:34])=[CH:31][C@@H:30]([CH2:35][CH:36]=[CH2:37])[C:28](=[O:29])[CH2:27][C@H:26]([OH:38])[C@@H:25]([CH3:39])[C@@H:24](/[C:40](/[CH3:51])=[CH:41]/[C@H:42]2[CH2:47][C@@H:46]([O:48][CH3:49])[C@H:45]([OH:50])[CH2:44][CH2:43]2)[O:23][C:21](=[O:22])[C@H:20]2[N:15]([CH2:16][CH2:17][CH2:18][CH2:19]2)[C:13](=[O:14])[C:11](=[O:12])[C@:9]2([OH:52])[O:10][C@@H:5]([C@@H:6]([O:54][CH3:55])[CH2:7][C@H:8]2[CH3:53])[C@@H:4]([O:56][CH3:57])[CH2:3]1, predict the reactants needed to synthesize it. (6) Given the product [CH2:15]([O:1][C:2]1[CH:10]=[CH:9][C:5]([C:6]([OH:8])=[O:7])=[CH:4][C:3]=1[O:11][CH3:12])[C:16]1[CH:21]=[CH:20][CH:19]=[CH:18][CH:17]=1, predict the reactants needed to synthesize it. The reactants are: [OH:1][C:2]1[CH:10]=[CH:9][C:5]([C:6]([OH:8])=[O:7])=[CH:4][C:3]=1[O:11][CH3:12].[OH-].[Na+].[CH2:15](Cl)[C:16]1[CH:21]=[CH:20][CH:19]=[CH:18][CH:17]=1.Cl.